From a dataset of Full USPTO retrosynthesis dataset with 1.9M reactions from patents (1976-2016). Predict the reactants needed to synthesize the given product. (1) Given the product [CH3:49][N:42]([C:43]1[CH:48]=[CH:47][CH:46]=[CH:45][CH:44]=1)[NH:41][C:39]([C:37]1[S:36][C:26]2[NH:27][N:28]=[C:24]([NH:23][C:21](=[O:22])[C:20]3[CH:50]=[CH:51][C:17]([CH2:16][N:3]4[CH2:2][CH2:1][CH2:7][O:6][CH2:5][CH2:4]4)=[CH:18][CH:19]=3)[C:25]=2[CH:38]=1)=[O:40], predict the reactants needed to synthesize it. The reactants are: [CH2:1]1[CH2:7][O:6][CH2:5][CH2:4][NH:3][CH2:2]1.Cl.C(=O)([O-])[O-].[K+].[K+].Cl[CH2:16][C:17]1[CH:51]=[CH:50][C:20]([C:21]([NH:23][C:24]2[C:25]3[CH:38]=[C:37]([C:39]([NH:41][N:42]([CH3:49])[C:43]4[CH:48]=[CH:47][CH:46]=[CH:45][CH:44]=4)=[O:40])[S:36][C:26]=3[N:27](C(OC(C)(C)C)=O)[N:28]=2)=[O:22])=[CH:19][CH:18]=1.ClCC1C=CC(C(NC2C3C=C(C(NN(C4C=CC(Cl)=CC=4)C)=O)SC=3N(C(OC(C)(C)C)=O)N=2)=O)=CC=1. (2) Given the product [CH3:23][O:1][C:2]1[CH:3]=[C:4]2[C:9](=[C:10]([O:12][CH3:13])[CH:11]=1)[O:8][CH:7]([C:14]([F:17])([F:15])[F:16])[C:6]([C:18]([O:20][CH2:21][CH3:22])=[O:19])=[CH:5]2, predict the reactants needed to synthesize it. The reactants are: [OH:1][C:2]1[CH:3]=[C:4]2[C:9](=[C:10]([O:12][CH3:13])[CH:11]=1)[O:8][CH:7]([C:14]([F:17])([F:16])[F:15])[C:6]([C:18]([O:20][CH2:21][CH3:22])=[O:19])=[CH:5]2.[C:23]([O-])([O-])=O.[K+].[K+].IC. (3) The reactants are: C1C(C(N)=N)=CC=C(O[CH2:11][CH2:12][CH2:13][O:14][C:15]2[CH:16]=[CH:17][C:18]([C:21]([NH2:23])=[NH:22])=[CH:19][CH:20]=2)C=1.[CH:24]1[C:29]([C:30]([NH2:32])=[NH:31])=[CH:28][C:27](Br)=[C:26]([O:34][CH2:35][CH2:36]COC2C=CC(C(N)=N)=CC=2Br)[CH:25]=1.C1C(C(N)=N)=CC=C(OCCCCCCOC2C=CC(C(N)=N)=CC=2)C=1. Given the product [CH:28]1[C:29]([C:30]([NH2:32])=[NH:31])=[CH:24][CH:25]=[C:26]([O:34][CH2:35][CH2:36][CH2:11][CH2:12][CH2:13][O:14][C:15]2[CH:20]=[CH:19][C:18]([C:21]([NH2:23])=[NH:22])=[CH:17][CH:16]=2)[CH:27]=1, predict the reactants needed to synthesize it. (4) Given the product [F:1][C:2]1[CH:3]=[C:4]([N:8]2[C:9](=[O:10])[NH:17][N:16]=[N:15]2)[CH:5]=[CH:6][CH:7]=1, predict the reactants needed to synthesize it. The reactants are: [F:1][C:2]1[CH:7]=[CH:6][CH:5]=[C:4]([N:8]=[C:9]=[O:10])[CH:3]=1.[Si]([N:15]=[N+:16]=[N-:17])(C)(C)C. (5) Given the product [Cl:1][C:2]1[CH:3]=[C:4]([CH:19]=[CH:20][C:21]=1[Cl:22])[CH2:5][N:6]([CH3:18])[C:7]([C:8]1[CH2:60][N:40]([CH2:41][CH2:43][CH2:47][N:46]2[CH2:48][CH2:49][O:59][CH2:44][CH2:45]2)[C:13](=[O:14])[C:9]=1[OH:10])=[O:17], predict the reactants needed to synthesize it. The reactants are: [Cl:1][C:2]1[CH:3]=[C:4]([CH:19]=[CH:20][C:21]=1[Cl:22])[CH2:5][N:6]([CH3:18])[C:7](=[O:17])[CH:8]=[C:9]1[C:13](=[O:14])OC(C)(C)[O:10]1.C=O.NCCCN1CCOCC1.ClC1C=C(C=CC=1Cl)C[N:40]([CH3:60])[C:41]([C:43]1[CH2:47][N:46]([CH2:48][CH2:49]C(NCCC(O)=O)=O)[C:45](=O)[C:44]=1[OH:59])=O. (6) Given the product [Si:1]([O:8][CH2:9][CH2:10][CH2:11][C:12]#[C:13][Si:20]([CH3:22])([CH3:21])[CH3:19])([C:4]([CH3:5])([CH3:6])[CH3:7])([CH3:3])[CH3:2], predict the reactants needed to synthesize it. The reactants are: [Si:1]([O:8][CH2:9][CH2:10][CH2:11][C:12]#[CH:13])([C:4]([CH3:7])([CH3:6])[CH3:5])([CH3:3])[CH3:2].C([Li])CCC.[CH3:19][Si:20](Cl)([CH3:22])[CH3:21].